The task is: Predict the reactants needed to synthesize the given product.. This data is from Full USPTO retrosynthesis dataset with 1.9M reactions from patents (1976-2016). (1) Given the product [Cl:12][CH2:13][C:14]1[N:1]=[C:2]2[S:3][C:4]([CH3:11])=[C:5]([C:7]([O:9][CH3:10])=[O:8])[N:6]2[C:16](=[O:17])[CH:15]=1, predict the reactants needed to synthesize it. The reactants are: [NH2:1][C:2]1[S:3][C:4]([CH3:11])=[C:5]([C:7]([O:9][CH3:10])=[O:8])[N:6]=1.[Cl:12][CH2:13][C:14](=O)[CH2:15][C:16](OCC)=[O:17]. (2) Given the product [CH3:14][O:15][N:3]1[C:4]([CH3:10])([CH3:9])[CH2:5][C:6](=[O:8])[CH2:7][C:2]1([CH3:11])[CH3:1], predict the reactants needed to synthesize it. The reactants are: [CH3:1][C:2]1([CH3:11])[CH2:7][C:6](=[O:8])[CH2:5][C:4]([CH3:10])([CH3:9])[NH:3]1.OO.[C:14](=O)([O-])[O-:15].[Na+].[Na+].Cl.C(=O)C.[Cl-].[Na+]. (3) The reactants are: [C:1]1([N:7]2[C:12](=O)C3SC=C(C4C=CC=CC=4)C=3N=C2)[CH:6]=[CH:5][CH:4]=[CH:3][CH:2]=1.[NH2:23][C:24]1[C:28]([C:29]2[CH:34]=[CH:33][CH:32]=[CH:31][C:30]=2[F:35])=[CH:27][S:26][C:25]=1[C:36]([O:38]C)=O.C(OCC)(OCC)[O:41]CC.NC1C=CC(O)=CC=1. Given the product [F:35][C:30]1[CH:31]=[CH:32][CH:33]=[CH:34][C:29]=1[C:28]1[C:24]2[N:23]=[CH:12][N:7]([C:1]3[CH:6]=[CH:5][C:4]([OH:41])=[CH:3][CH:2]=3)[C:36](=[O:38])[C:25]=2[S:26][CH:27]=1, predict the reactants needed to synthesize it.